Predict the product of the given reaction. From a dataset of Forward reaction prediction with 1.9M reactions from USPTO patents (1976-2016). (1) Given the reactants Cl.Cl[CH2:3][C:4]1[N:5]=[CH:6][S:7][CH:8]=1.[CH3:9][S:10][C:11]1[CH:16]=[CH:15][C:14]([OH:17])=[CH:13][CH:12]=1.C([O-])([O-])=O.[K+].[K+], predict the reaction product. The product is: [CH3:9][S:10][C:11]1[CH:16]=[CH:15][C:14]([O:17][CH2:3][C:4]2[N:5]=[CH:6][S:7][CH:8]=2)=[CH:13][CH:12]=1. (2) Given the reactants [OH-].[Li+].C([O:5][C:6]([C:8]1([CH2:22][O:23][C:24]2[CH:29]=[CH:28][C:27]([C:30]3[CH:35]=[CH:34][C:33]([C:36]#[N:37])=[CH:32][CH:31]=3)=[CH:26][CH:25]=2)[CH2:12][CH2:11][N:10]([C:13](=[O:21])[C:14]2[CH:19]=[CH:18][C:17]([F:20])=[CH:16][CH:15]=2)[CH2:9]1)=[O:7])C, predict the reaction product. The product is: [C:36]([C:33]1[CH:34]=[CH:35][C:30]([C:27]2[CH:26]=[CH:25][C:24]([O:23][CH2:22][C:8]3([C:6]([OH:7])=[O:5])[CH2:12][CH2:11][N:10]([C:13](=[O:21])[C:14]4[CH:15]=[CH:16][C:17]([F:20])=[CH:18][CH:19]=4)[CH2:9]3)=[CH:29][CH:28]=2)=[CH:31][CH:32]=1)#[N:37]. (3) Given the reactants [CH2:1]=[CH:2][C:3]1[CH:8]=[CH:7][CH:6]=[CH:5][CH:4]=1.[CH2:9]=[CH:10][C:11](=[CH2:13])[CH3:12].C([Li])CCC, predict the reaction product. The product is: [CH2:1]=[CH:2][C:3]1[CH:8]=[CH:7][CH:6]=[CH:5][CH:4]=1.[CH2:9]=[CH:10][C:11](=[CH2:12])[CH3:13].[CH2:1]=[CH:2][C:3]1[CH:8]=[CH:7][CH:6]=[CH:5][CH:4]=1. (4) The product is: [C:1]([N:8]1[CH2:16][C:15]2[C:10](=[CH:11][CH:12]=[C:13]([NH2:17])[CH:14]=2)[CH2:9]1)([O:3][C:4]([CH3:7])([CH3:6])[CH3:5])=[O:2]. Given the reactants [C:1]([N:8]1[CH2:16][C:15]2[C:10](=[CH:11][CH:12]=[C:13]([N+:17]([O-])=O)[CH:14]=2)[CH2:9]1)([O:3][C:4]([CH3:7])([CH3:6])[CH3:5])=[O:2].ClCCl, predict the reaction product. (5) Given the reactants [CH2:1]([C:5]1[CH:14]=[CH:13][C:8]2[N:9]=[C:10]([NH2:12])[S:11][C:7]=2[CH:6]=1)[CH2:2][CH2:3][CH3:4].Br[CH:16]([CH2:21][CH3:22])[C:17]([O:19]C)=[O:18].[CH3:23][C:24]1C=CC2N=C(N)S[C:26]=2[CH:25]=1.Br[CH:35]([CH2:41][CH3:42])[C:36]([O:38]CC)=O, predict the reaction product. The product is: [CH2:1]([C:5]1[CH:14]=[CH:13][C:8]2[N:9]([CH:16]([CH2:21][CH3:22])[C:17]([OH:19])=[O:18])[C:10](=[N:12][C:36](=[O:38])[C:35]3[CH:41]=[CH:42][C:25]([CH3:26])=[CH:24][CH:23]=3)[S:11][C:7]=2[CH:6]=1)[CH2:2][CH2:3][CH3:4]. (6) Given the reactants Cl.Cl.[C:3]([C:5]1[CH:10]=[CH:9][C:8]([S:11]([NH:14][CH2:15][CH2:16][N:17]2[CH2:24][CH:23]3[O:25][CH:19]([CH2:20][NH:21][CH2:22]3)[CH2:18]2)(=[O:13])=[O:12])=[CH:7][CH:6]=1)#[N:4].[O:26]1[C:30]2[CH:31]=[CH:32][CH:33]=[CH:34][C:29]=2[C:28]([CH2:35][CH2:36]OS(C)(=O)=O)=[N:27]1.C(=O)([O-])[O-].[K+].[K+].C(#N)C, predict the reaction product. The product is: [O:26]1[C:30]2[CH:31]=[CH:32][CH:33]=[CH:34][C:29]=2[C:28]([CH2:35][CH2:36][N:21]2[CH2:22][CH:23]3[O:25][CH:19]([CH2:18][N:17]([CH2:16][CH2:15][NH:14][S:11]([C:8]4[CH:9]=[CH:10][C:5]([C:3]#[N:4])=[CH:6][CH:7]=4)(=[O:13])=[O:12])[CH2:24]3)[CH2:20]2)=[N:27]1. (7) Given the reactants Cl.[CH:2]12[CH:7]([C:8]([NH2:10])=[O:9])[CH:6]1[CH2:5][NH:4][CH2:3]2.C(N(CC)CC)C.[CH3:18][C:19]([CH3:24])([CH3:23])[CH2:20][CH:21]=O.C(O[BH-](OC(=O)C)OC(=O)C)(=O)C.[Na+], predict the reaction product. The product is: [CH3:18][C:19]([CH3:24])([CH3:23])[CH2:20][CH2:21][N:4]1[CH2:5][CH:6]2[CH:2]([CH:7]2[C:8]([NH2:10])=[O:9])[CH2:3]1.